This data is from Reaction yield outcomes from USPTO patents with 853,638 reactions. The task is: Predict the reaction yield, written as a fraction of the theoretical maximum amount of product (1.0 means a 100% yield; for example, 0.34 means a 34% yield). (1) The reactants are [CH2:1]([O:8][C:9]([N:11]1[CH2:15][CH2:14][CH2:13][CH:12]1[C:16](=[O:28])[CH:17](C(OC(C)(C)C)=O)[C:18](=[O:20])[CH3:19])=[O:10])[C:2]1[CH:7]=[CH:6][CH:5]=[CH:4][CH:3]=1.C1(C)C=CC=CC=1.O.C1(C)C=CC(S(O)(=O)=O)=CC=1. The catalyst is O. The product is [CH2:1]([O:8][C:9]([N:11]1[CH2:15][CH2:14][CH2:13][CH:12]1[C:16](=[O:28])[CH2:17][C:18](=[O:20])[CH3:19])=[O:10])[C:2]1[CH:7]=[CH:6][CH:5]=[CH:4][CH:3]=1. The yield is 0.950. (2) The reactants are [F:1][C:2]([F:22])([P:14](=[O:21])([O:18]CC)[O:15]CC)[C:3]1[C:8]([F:9])=[C:7]([F:10])[C:6]([F:11])=[C:5]([F:12])[C:4]=1[F:13].C[Si](Br)(C)C.CO. The catalyst is C(Cl)Cl. The product is [F:22][C:2]([F:1])([P:14](=[O:15])([OH:21])[OH:18])[C:3]1[C:4]([F:13])=[C:5]([F:12])[C:6]([F:11])=[C:7]([F:10])[C:8]=1[F:9]. The yield is 0.770. (3) The reactants are [Cl:1][C:2]1[N:3]=[C:4]2[CH:12]=[CH:11][N:10]=[CH:9][C:5]2=[N:6][C:7]=1Cl.[C:13]1([S:19]([NH2:22])(=[O:21])=[O:20])[CH:18]=[CH:17][CH:16]=[CH:15][CH:14]=1.C([O-])([O-])=O.[K+].[K+].O. The catalyst is CC(N(C)C)=O. The product is [Cl:1][C:2]1[N:3]=[C:4]2[CH:12]=[CH:11][N:10]=[CH:9][C:5]2=[N:6][C:7]=1[NH:22][S:19]([C:13]1[CH:18]=[CH:17][CH:16]=[CH:15][CH:14]=1)(=[O:21])=[O:20]. The yield is 0.0500. (4) The product is [CH3:26][N:22]1[N:23]=[N:24][C:20]([C@H:19]2[O:18][C:17](=[O:25])[NH:16][C@@H:15]2[C:11]2[CH:12]=[CH:13][CH:14]=[C:9]([C:8]#[C:7][C:1]3[CH:6]=[CH:5][CH:4]=[CH:3][CH:2]=3)[CH:10]=2)=[N:21]1. The reactants are [C:1]1([C:7]#[C:8][C:9]2[CH:10]=[C:11]([C@@H:15]3[C@@H:19]([C:20]4[NH:24][N:23]=[N:22][N:21]=4)[O:18][C:17](=[O:25])[NH:16]3)[CH:12]=[CH:13][CH:14]=2)[CH:6]=[CH:5][CH:4]=[CH:3][CH:2]=1.[C:26](=O)([O-])[O-].[K+].[K+].IC. The catalyst is O1CCCC1. The yield is 0.118. (5) The reactants are C[Si]([N-][Si](C)(C)C)(C)C.[Na+].[CH3:11][N:12]1[CH2:17][CH2:16][N:15]([C:18]([C:20]2[CH:29]=[CH:28][C:23]([C:24]([O:26]C)=O)=[CH:22][CH:21]=2)=[O:19])[CH2:14][CH2:13]1.[NH2:30][C:31]1[N:35](C(OC(C)(C)C)=O)[N:34]=[C:33]([CH2:43][CH2:44][C:45]2[CH:50]=[C:49]([O:51][CH3:52])[CH:48]=[C:47]([O:53][CH3:54])[CH:46]=2)[CH:32]=1.[NH4+].[Cl-]. The catalyst is C1COCC1. The product is [CH3:52][O:51][C:49]1[CH:50]=[C:45]([CH2:44][CH2:43][C:33]2[NH:34][N:35]=[C:31]([NH:30][C:24](=[O:26])[C:23]3[CH:22]=[CH:21][C:20]([C:18]([N:15]4[CH2:14][CH2:13][N:12]([CH3:11])[CH2:17][CH2:16]4)=[O:19])=[CH:29][CH:28]=3)[CH:32]=2)[CH:46]=[C:47]([O:53][CH3:54])[CH:48]=1. The yield is 0.565. (6) The reactants are [OH:1][CH2:2][CH2:3][C:4]1[CH:5]=[C:6]([CH:9]=[CH:10][CH:11]=1)[C:7]#[N:8].[OH-].[Na+].Br[CH2:15][C:16]([O:18][C:19]([CH3:22])([CH3:21])[CH3:20])=[O:17]. The catalyst is C1(C)C=CC=CC=1.S([O-])(O)(=O)=O.C([N+](CCCC)(CCCC)CCCC)CCC. The product is [C:7]([C:6]1[CH:5]=[C:4]([CH2:3][CH2:2][O:1][CH2:15][C:16]([O:18][C:19]([CH3:22])([CH3:21])[CH3:20])=[O:17])[CH:11]=[CH:10][CH:9]=1)#[N:8]. The yield is 0.800.